This data is from Forward reaction prediction with 1.9M reactions from USPTO patents (1976-2016). The task is: Predict the product of the given reaction. Given the reactants [H-].[Na+].CN(C=O)C.[OH:8][C:9]1[CH:13]=[C:12]([C:14]([F:17])([F:16])[F:15])[N:11]([CH3:18])[N:10]=1.Cl[C:20]1[N:25]=[C:24]([CH3:26])[C:23]([N+:27]([O-:29])=[O:28])=[CH:22][CH:21]=1, predict the reaction product. The product is: [CH3:26][C:24]1[C:23]([N+:27]([O-:29])=[O:28])=[CH:22][CH:21]=[C:20]([O:8][C:9]2[CH:13]=[C:12]([C:14]([F:15])([F:17])[F:16])[N:11]([CH3:18])[N:10]=2)[N:25]=1.